Dataset: Catalyst prediction with 721,799 reactions and 888 catalyst types from USPTO. Task: Predict which catalyst facilitates the given reaction. (1) Reactant: CN(C=O)C.CO[C:8](=[O:43])[N:9]=[C:10](SC)[C:11]([C:28]1[C:29]([F:40])=[C:30]2[C:35](=[C:36]([O:38][CH3:39])[CH:37]=1)[O:34][CH2:33][CH2:32][CH2:31]2)=[N:12][C:13]1[CH:18]=[CH:17][C:16]([C:19]2[N:23]=[C:22]([C:24]([F:27])([F:26])[F:25])[O:21][N:20]=2)=[CH:15][CH:14]=1.Cl.Cl.[CH2:46]([O:48][C:49]([C:51]1[C:52]([NH:56][NH2:57])=[N:53][NH:54][CH:55]=1)=[O:50])[CH3:47]. Product: [CH2:46]([O:48][C:49]([C:51]1[CH:55]=[N:54][NH:53][C:52]=1[N:56]1[C:8](=[O:43])[NH:9][C:10]([CH:11]([C:28]2[C:29]([F:40])=[C:30]3[C:35](=[C:36]([O:38][CH3:39])[CH:37]=2)[O:34][CH2:33][CH2:32][CH2:31]3)[NH:12][C:13]2[CH:18]=[CH:17][C:16]([C:19]3[N:23]=[C:22]([C:24]([F:27])([F:25])[F:26])[O:21][N:20]=3)=[CH:15][CH:14]=2)=[N:57]1)=[O:50])[CH3:47]. The catalyst class is: 66. (2) Reactant: CN(C)[CH:3]=[C:4]([C:14]1[CH:19]=[CH:18][N:17]=[CH:16][CH:15]=1)[C:5]([C:7]1[CH:12]=[CH:11][C:10]([F:13])=[CH:9][CH:8]=1)=O.[C:21]([CH2:23][C:24]([NH2:26])=[O:25])#[N:22].C[O-].[Na+]. Product: [F:13][C:10]1[CH:9]=[CH:8][C:7]([C:5]2[C:4]([C:14]3[CH:15]=[CH:16][N:17]=[CH:18][CH:19]=3)=[CH:3][C:23]([C:21]#[N:22])=[C:24]([OH:25])[N:26]=2)=[CH:12][CH:11]=1. The catalyst class is: 3. (3) Reactant: [Cl:1][C:2]1[CH:3]=[C:4]([CH2:24][C:25]([O:27][CH2:28][CH3:29])=[O:26])[CH:5]=[C:6]([C:14]2[CH:19]=[CH:18][C:17]([C:20]([F:23])([F:22])[F:21])=[CH:16][CH:15]=2)[C:7]=1[O:8][CH2:9][C:10]([F:13])([F:12])[F:11].[H-].[Na+].Br[CH2:33][CH2:34][CH2:35][CH2:36][CH2:37]Br.[NH4+].[Cl-]. Product: [Cl:1][C:2]1[CH:3]=[C:4]([C:24]2([C:25]([O:27][CH2:28][CH3:29])=[O:26])[CH2:37][CH2:36][CH2:35][CH2:34][CH2:33]2)[CH:5]=[C:6]([C:14]2[CH:15]=[CH:16][C:17]([C:20]([F:21])([F:22])[F:23])=[CH:18][CH:19]=2)[C:7]=1[O:8][CH2:9][C:10]([F:13])([F:12])[F:11]. The catalyst class is: 3. (4) Reactant: [Br:1][C:2]1[CH:11]=[C:10]2[C:5]([CH:6]=[CH:7][C:8]([C@H:12]([NH:14][C:15]([C@@H:17]3[CH2:22][CH2:21][CH2:20][N:19]([C:23](=[O:43])[C@@H:24]([NH:26][C:27](=[O:42])[C@@H:28]([NH:32][C:33](=[O:41])[C:34]([CH2:38][CH2:39]O)([CH3:37])[CH:35]=[CH2:36])[CH:29]([CH3:31])[CH3:30])[CH3:25])[NH:18]3)=[O:16])[CH3:13])=[N:9]2)=[CH:4][CH:3]=1.C1(C)C=CC(S(Cl)(=O)=O)=CC=1. Product: [Br:1][C:2]1[CH:11]=[C:10]2[C:5]([CH:6]=[CH:7][C:8]([C@H:12]([NH:14][C:15]([C@@H:17]3[CH2:22][CH2:21][CH2:20][N:19]([C:23](=[O:43])[C@@H:24]([NH:26][C:27](=[O:42])[C@@H:28]([N:32]4[CH2:36][CH2:35][C:34]([CH3:37])([CH:38]=[CH2:39])[C:33]4=[O:41])[CH:29]([CH3:31])[CH3:30])[CH3:25])[NH:18]3)=[O:16])[CH3:13])=[N:9]2)=[CH:4][CH:3]=1. The catalyst class is: 119. (5) Reactant: [NH2:1][CH2:2][C@@H:3]([F:8])[C:4]([CH3:7])([OH:6])[CH3:5].[O:9](C(OC(C)(C)C)=O)[C:10]([O:12][C:13]([CH3:16])([CH3:15])[CH3:14])=O. Product: [C:13]([O:12][C:10](=[O:9])[NH:1][CH2:2][C@@H:3]([F:8])[C:4]([OH:6])([CH3:7])[CH3:5])([CH3:16])([CH3:15])[CH3:14]. The catalyst class is: 2.